Dataset: Full USPTO retrosynthesis dataset with 1.9M reactions from patents (1976-2016). Task: Predict the reactants needed to synthesize the given product. Given the product [CH2:13]([O:12][P:10]([C:9]([P:4]([O:6][CH2:7][CH3:8])([O:3][CH2:1][CH3:2])=[O:5])=[C:18]1[CH:19]=[CH:20][C:21]([NH2:24])=[CH:22][CH2:23]1)([O:15][CH2:16][CH3:17])=[O:11])[CH3:14], predict the reactants needed to synthesize it. The reactants are: [CH2:1]([O:3][P:4]([C:9](=[C:18]1[CH:23]=[CH:22][C:21]([NH:24]C(=O)C(F)(F)F)=[CH:20][CH2:19]1)[P:10]([O:15][CH2:16][CH3:17])([O:12][CH2:13][CH3:14])=[O:11])([O:6][CH2:7][CH3:8])=[O:5])[CH3:2].